Dataset: Forward reaction prediction with 1.9M reactions from USPTO patents (1976-2016). Task: Predict the product of the given reaction. (1) Given the reactants O=C1C2C(=CC=CC=2)N=C(C(OCC)=O)N1.[CH3:17][C:18]1[CH:23]=[CH:22][C:21]([C:24]2[C:32]3[C:31](=[O:33])[NH:30][C:29]([C:34](OCC)=[O:35])=[N:28][C:27]=3[S:26][CH:25]=2)=[CH:20][CH:19]=1.C1(C(C2C=CC=CC=2)(C2C=CC=CC=2)N2C=NC(CCCOC3C=C(CN)C=CN=3)=N2)C=CC=CC=1.C1(C(C2C=CC=CC=2)(C2C=CC=CC=2)[N:82]2[CH:86]=[N:85][C:84]([O:87][CH2:88][CH2:89][O:90][C:91]3[CH:92]=[C:93]([CH2:97][NH2:98])[CH:94]=[CH:95][CH:96]=3)=[N:83]2)C=CC=CC=1, predict the reaction product. The product is: [CH3:17][C:18]1[CH:19]=[CH:20][C:21]([C:24]2[C:32]3[C:31](=[O:33])[NH:30][C:29]([C:34]([NH:98][CH2:97][C:93]4[CH:94]=[CH:95][CH:96]=[C:91]([O:90][CH2:89][CH2:88][O:87][C:84]5[N:85]=[CH:86][NH:82][N:83]=5)[CH:92]=4)=[O:35])=[N:28][C:27]=3[S:26][CH:25]=2)=[CH:22][CH:23]=1. (2) Given the reactants [CH3:1][O:2][C:3]([C:5]1[CH:6]=[C:7]2[CH:13]=[C:12]([C:14]([C:21]3[CH:26]=[CH:25][C:24]([C:27]([CH3:36])([O:29][CH:30]4[CH2:35][CH2:34][CH2:33][CH2:32][O:31]4)[CH3:28])=[C:23]([F:37])[CH:22]=3)=[CH:15][CH:16]3[CH2:20][CH2:19][CH2:18][CH2:17]3)[N:11](S(C3C=CC=CC=3)(=O)=O)[C:8]2=[N:9][CH:10]=1)=[O:4].[F-].C([N+](CCCC)(CCCC)CCCC)CCC, predict the reaction product. The product is: [CH3:1][O:2][C:3]([C:5]1[CH:6]=[C:7]2[CH:13]=[C:12]([C:14]([C:21]3[CH:26]=[CH:25][C:24]([C:27]([CH3:28])([O:29][CH:30]4[CH2:35][CH2:34][CH2:33][CH2:32][O:31]4)[CH3:36])=[C:23]([F:37])[CH:22]=3)=[CH:15][CH:16]3[CH2:17][CH2:18][CH2:19][CH2:20]3)[NH:11][C:8]2=[N:9][CH:10]=1)=[O:4]. (3) Given the reactants Cl[C:2]1[N:3]=[CH:4][CH:5]=[C:6]2[C:11]=1[N:10]=[C:9]([CH3:12])[CH:8]=[CH:7]2.[NH2:13][C:14]1[N:15]=[C:16]([CH3:19])[S:17][CH:18]=1, predict the reaction product. The product is: [CH3:12][C:9]1[CH:8]=[CH:7][C:6]2[C:11](=[C:2]([NH:13][C:14]3[N:15]=[C:16]([CH3:19])[S:17][CH:18]=3)[N:3]=[CH:4][CH:5]=2)[N:10]=1. (4) Given the reactants [CH3:1][O:2][CH2:3][C:4]1([CH2:7][S:8]([C:11]2[CH:16]=[CH:15][C:14]([C:17]3[CH:22]=[CH:21][C:20]([C:23]([CH3:30])([CH3:29])[C:24]([O:26]CC)=[O:25])=[CH:19][CH:18]=3)=[CH:13][CH:12]=2)(=[O:10])=[O:9])[CH2:6][CH2:5]1.O.[OH-].[Li+], predict the reaction product. The product is: [CH3:1][O:2][CH2:3][C:4]1([CH2:7][S:8]([C:11]2[CH:16]=[CH:15][C:14]([C:17]3[CH:18]=[CH:19][C:20]([C:23]([CH3:30])([CH3:29])[C:24]([OH:26])=[O:25])=[CH:21][CH:22]=3)=[CH:13][CH:12]=2)(=[O:9])=[O:10])[CH2:6][CH2:5]1. (5) Given the reactants [F:1][CH:2]([F:32])[O:3][C:4]1[CH:9]=[CH:8][C:7]([NH:10][CH2:11][C:12]2[CH:30]=[C:15]3[C:16](=[O:29])[N:17]([CH2:20][C:21]4[CH:26]=[CH:25][C:24]([O:27][CH3:28])=[CH:23][CH:22]=4)[CH2:18][CH2:19][N:14]3[N:13]=2)=[C:6]([F:31])[CH:5]=1.C(N(CC)CC)C.[F:40][C:41]([F:52])([F:51])[C:42](O[C:42](=[O:43])[C:41]([F:52])([F:51])[F:40])=[O:43], predict the reaction product. The product is: [F:32][CH:2]([F:1])[O:3][C:4]1[CH:9]=[CH:8][C:7]([N:10]([CH2:11][C:12]2[CH:30]=[C:15]3[C:16](=[O:29])[N:17]([CH2:20][C:21]4[CH:22]=[CH:23][C:24]([O:27][CH3:28])=[CH:25][CH:26]=4)[CH2:18][CH2:19][N:14]3[N:13]=2)[C:42](=[O:43])[C:41]([F:52])([F:51])[F:40])=[C:6]([F:31])[CH:5]=1.